This data is from Forward reaction prediction with 1.9M reactions from USPTO patents (1976-2016). The task is: Predict the product of the given reaction. (1) The product is: [Br:1][C:2]1[CH:7]=[C:6]([F:8])[CH:5]=[CH:4][C:3]=1[O:9][C@H:16]([CH2:11][CH:12]=[CH2:13])[CH3:15]. Given the reactants [Br:1][C:2]1[CH:7]=[C:6]([F:8])[CH:5]=[CH:4][C:3]=1[OH:9].Br[C:11]1[CH:16]=[CH:15]C(F)=[CH:13][C:12]=1O[C@H](CC=C)C, predict the reaction product. (2) Given the reactants [C:1]12([C:11]3[CH:12]=[C:13]([C:18]4[CH:19]=[C:20]([CH:23]=[CH:24][CH:25]=4)[CH:21]=O)[CH:14]=[CH:15][C:16]=3[OH:17])[CH2:10][CH:5]3[CH2:6][CH:7]([CH2:9][CH:3]([CH2:4]3)[CH2:2]1)[CH2:8]2.[S:26]1[CH2:32][C:30](=[O:31])[NH:29][C:27]1=S.[NH:33]1[CH2:38][CH2:37][CH2:36][CH2:35][CH2:34]1, predict the reaction product. The product is: [C:1]12([C:11]3[CH:12]=[C:13]([C:18]4[CH:19]=[C:20]([CH:23]=[CH:24][CH:25]=4)[CH:21]=[C:32]4[S:26][C:27]([N:33]5[CH2:38][CH2:37][CH2:36][CH2:35][CH2:34]5)=[N:29][C:30]4=[O:31])[CH:14]=[CH:15][C:16]=3[OH:17])[CH2:10][CH:5]3[CH2:4][CH:3]([CH2:9][CH:7]([CH2:6]3)[CH2:8]1)[CH2:2]2. (3) The product is: [CH3:1][CH:2]1[CH2:7][N:6]([C:8]2[CH:14]=[C:12]([NH2:13])[C:11]([NH2:15])=[CH:10][CH:9]=2)[CH2:5][CH2:4][O:3]1. Given the reactants [CH3:1][CH:2]1[CH2:7][N:6]([C:8]2[CH:9]=[CH:10][C:11]([N+:15]([O-])=O)=[C:12]([CH:14]=2)[NH2:13])[CH2:5][CH2:4][O:3]1.[H][H], predict the reaction product. (4) Given the reactants [CH:1]([C@@H:3]1[C@@H:11]([C@:12]2([CH3:23])[C@@H:20]([CH:21]=[O:22])[CH2:19][C:18]3[NH:17][N:16]=[CH:15][C:14]=3[CH2:13]2)[CH2:10][CH2:9][C@@:8]2([CH3:24])[C@H:4]1[CH2:5][CH2:6][C:7]2=[CH2:25])=[O:2].[BH4-].[Na+].CC(O)=O, predict the reaction product. The product is: [OH:22][CH2:21][C@H:20]1[CH2:19][C:18]2[NH:17][N:16]=[CH:15][C:14]=2[CH2:13][C@@:12]1([C@H:11]1[CH2:10][CH2:9][C@@:8]2([CH3:24])[C@@H:4]([CH2:5][CH2:6][C:7]2=[CH2:25])[C@@H:3]1[CH2:1][OH:2])[CH3:23]. (5) Given the reactants C(OC(=O)[NH:7][C@H:8]([C:16](=[O:35])[NH:17][CH:18]1[CH2:24][CH2:23][CH2:22][N:21]([S:25]([C:28]2[CH:33]=[CH:32][CH:31]=[CH:30][N:29]=2)(=[O:27])=[O:26])[CH2:20][CH:19]1[OH:34])[CH2:9][CH:10]1[CH2:15][CH2:14][CH2:13][CH2:12][CH2:11]1)(C)(C)C.Cl.C(=O)([O-])[O-], predict the reaction product. The product is: [NH2:7][C@@H:8]([CH2:9][CH:10]1[CH2:15][CH2:14][CH2:13][CH2:12][CH2:11]1)[C:16]([NH:17][CH:18]1[CH2:24][CH2:23][CH2:22][N:21]([S:25]([C:28]2[CH:33]=[CH:32][CH:31]=[CH:30][N:29]=2)(=[O:26])=[O:27])[CH2:20][CH:19]1[OH:34])=[O:35]. (6) Given the reactants [OH:1][C@H:2]1[CH2:6][CH2:5][N:4]([CH2:7][C@H:8]([C:11]2[CH:12]=[C:13]([CH:19]=[CH:20][CH:21]=2)[O:14][CH2:15][C:16]([OH:18])=O)[NH:9][CH3:10])[CH2:3]1.[CH3:22][CH2:23][N:24](C(C)C)[CH:25](C)[CH3:26].CCN(CC)CC.CN(C(ON1N=NC2C=CC=NC1=2)=[N+](C)C)C.F[P-](F)(F)(F)(F)F, predict the reaction product. The product is: [CH2:23]([N:24]([CH2:25][CH3:26])[C:16](=[O:18])[CH2:15][O:14][C:13]1[CH:19]=[CH:20][CH:21]=[C:11]([C@H:8]([NH:9][CH3:10])[CH2:7][N:4]2[CH2:5][CH2:6][C@H:2]([OH:1])[CH2:3]2)[CH:12]=1)[CH3:22]. (7) Given the reactants C1(P(C2C=CC=CC=2)C2C=CC=CC=2)C=CC=CC=1.[CH2:20]([O:27][C:28]([N:30]1[CH2:36][CH:35]([OH:37])[CH:34]([N:38]=[N+]=[N-])[CH2:33][CH2:32][CH:31]1[CH3:41])=[O:29])[C:21]1[CH:26]=[CH:25][CH:24]=[CH:23][CH:22]=1, predict the reaction product. The product is: [CH2:20]([O:27][C:28]([N:30]1[CH2:36][CH:35]([OH:37])[CH:34]([NH2:38])[CH2:33][CH2:32][CH:31]1[CH3:41])=[O:29])[C:21]1[CH:22]=[CH:23][CH:24]=[CH:25][CH:26]=1. (8) Given the reactants Cl[C:2]1[S:3][C:4]2[CH:10]=[CH:9][C:8]([N+:11]([O-:13])=[O:12])=[CH:7][C:5]=2[N:6]=1.O1CCCC1.[CH3:19][NH:20][CH3:21].O, predict the reaction product. The product is: [CH3:19][N:20]([CH3:21])[C:2]1[S:3][C:4]2[CH:10]=[CH:9][C:8]([N+:11]([O-:13])=[O:12])=[CH:7][C:5]=2[N:6]=1.